Dataset: NCI-60 drug combinations with 297,098 pairs across 59 cell lines. Task: Regression. Given two drug SMILES strings and cell line genomic features, predict the synergy score measuring deviation from expected non-interaction effect. (1) Drug 1: C1C(C(OC1N2C=NC(=NC2=O)N)CO)O. Drug 2: CC1C(C(CC(O1)OC2CC(CC3=C2C(=C4C(=C3O)C(=O)C5=CC=CC=C5C4=O)O)(C(=O)C)O)N)O. Cell line: OVCAR-4. Synergy scores: CSS=26.9, Synergy_ZIP=-3.61, Synergy_Bliss=-11.3, Synergy_Loewe=-16.2, Synergy_HSA=-4.74. (2) Drug 1: C1C(C(OC1N2C=NC3=C(N=C(N=C32)Cl)N)CO)O. Drug 2: CC1=C(C=C(C=C1)C(=O)NC2=CC(=CC(=C2)C(F)(F)F)N3C=C(N=C3)C)NC4=NC=CC(=N4)C5=CN=CC=C5. Cell line: OVCAR-5. Synergy scores: CSS=1.60, Synergy_ZIP=1.92, Synergy_Bliss=2.30, Synergy_Loewe=1.06, Synergy_HSA=-0.759. (3) Drug 1: CS(=O)(=O)CCNCC1=CC=C(O1)C2=CC3=C(C=C2)N=CN=C3NC4=CC(=C(C=C4)OCC5=CC(=CC=C5)F)Cl. Drug 2: CC1C(C(CC(O1)OC2CC(CC3=C2C(=C4C(=C3O)C(=O)C5=CC=CC=C5C4=O)O)(C(=O)C)O)N)O. Cell line: UACC62. Synergy scores: CSS=61.4, Synergy_ZIP=-0.535, Synergy_Bliss=1.05, Synergy_Loewe=-13.5, Synergy_HSA=1.79. (4) Synergy scores: CSS=19.6, Synergy_ZIP=-6.39, Synergy_Bliss=-6.53, Synergy_Loewe=-8.14, Synergy_HSA=-8.28. Drug 2: CCN(CC)CCNC(=O)C1=C(NC(=C1C)C=C2C3=C(C=CC(=C3)F)NC2=O)C. Drug 1: C1=CC(=CC=C1CCCC(=O)O)N(CCCl)CCCl. Cell line: T-47D. (5) Drug 1: CCN(CC)CCCC(C)NC1=C2C=C(C=CC2=NC3=C1C=CC(=C3)Cl)OC. Cell line: HCT116. Drug 2: C1CN(P(=O)(OC1)NCCCl)CCCl. Synergy scores: CSS=17.7, Synergy_ZIP=4.02, Synergy_Bliss=-1.19, Synergy_Loewe=-47.2, Synergy_HSA=-3.37. (6) Drug 1: C1=C(C(=O)NC(=O)N1)N(CCCl)CCCl. Drug 2: C1=CC=C(C(=C1)C(C2=CC=C(C=C2)Cl)C(Cl)Cl)Cl. Cell line: TK-10. Synergy scores: CSS=9.14, Synergy_ZIP=-1.70, Synergy_Bliss=2.59, Synergy_Loewe=-0.580, Synergy_HSA=2.74. (7) Drug 1: C1C(C(OC1N2C=NC3=C(N=C(N=C32)Cl)N)CO)O. Drug 2: C1CN(P(=O)(OC1)NCCCl)CCCl. Cell line: NCI-H226. Synergy scores: CSS=-3.09, Synergy_ZIP=1.72, Synergy_Bliss=0.698, Synergy_Loewe=-2.88, Synergy_HSA=-2.45. (8) Drug 1: CN(C(=O)NC(C=O)C(C(C(CO)O)O)O)N=O. Drug 2: COC1=C2C(=CC3=C1OC=C3)C=CC(=O)O2. Cell line: SF-295. Synergy scores: CSS=-0.578, Synergy_ZIP=-0.374, Synergy_Bliss=-2.31, Synergy_Loewe=-1.23, Synergy_HSA=-2.78.